This data is from Full USPTO retrosynthesis dataset with 1.9M reactions from patents (1976-2016). The task is: Predict the reactants needed to synthesize the given product. (1) Given the product [Cl:8][C:9]1[CH:17]=[CH:16][C:12]([C:13](=[O:15])[NH:66][CH2:65][CH2:64][C:61]2[CH:62]=[CH:63][CH:58]=[CH:59][CH:60]=2)=[CH:11][C:10]=1[NH:18][C:19]([C:21]1[C:32](=[O:33])[NH:31][C:24]2[N:25]=[C:26]([O:29][CH3:30])[N:27]=[CH:28][C:23]=2[CH:22]=1)=[O:20], predict the reactants needed to synthesize it. The reactants are: C(N(CC)CC)C.[Cl:8][C:9]1[CH:17]=[CH:16][C:12]([C:13]([OH:15])=O)=[CH:11][C:10]=1[NH:18][C:19]([C:21]1[C:32](=[O:33])[NH:31][C:24]2[N:25]=[C:26]([O:29][CH3:30])[N:27]=[CH:28][C:23]=2[CH:22]=1)=[O:20].CN(C(ON1N=NC2C=CC=NC1=2)=[N+](C)C)C.F[P-](F)(F)(F)(F)F.[CH:58]1[CH:63]=[CH:62][C:61]([CH2:64][CH2:65][NH2:66])=[CH:60][CH:59]=1. (2) Given the product [F:19][CH:18]([F:20])[O:17][C:15]1[CH:14]=[C:6]([C:7]([N:9]([CH3:13])[CH2:10][CH2:11][CH3:12])=[O:8])[CH:5]=[C:4]([CH:16]=1)[C:3]([OH:21])=[O:2], predict the reactants needed to synthesize it. The reactants are: C[O:2][C:3](=[O:21])[C:4]1[CH:16]=[C:15]([O:17][CH:18]([F:20])[F:19])[CH:14]=[C:6]([C:7]([N:9]([CH3:13])[CH2:10][CH2:11][CH3:12])=[O:8])[CH:5]=1.[OH-].[Na+].Cl. (3) Given the product [Cl:1][C:2]1[CH:3]=[CH:4][C:5]([C:17]#[CH:18])=[C:6]([C:8]2[CH:13]=[C:12]([O:14][CH3:15])[N:11]=[CH:10][N:9]=2)[CH:7]=1, predict the reactants needed to synthesize it. The reactants are: [Cl:1][C:2]1[CH:3]=[CH:4][C:5](I)=[C:6]([C:8]2[CH:13]=[C:12]([O:14][CH3:15])[N:11]=[CH:10][N:9]=2)[CH:7]=1.[CH2:17]1COC[CH2:18]1.C([Sn](C#C)(CCCC)CCCC)CCC.